Dataset: Reaction yield outcomes from USPTO patents with 853,638 reactions. Task: Predict the reaction yield, written as a fraction of the theoretical maximum amount of product (1.0 means a 100% yield; for example, 0.34 means a 34% yield). (1) The reactants are [Br:1][C:2]1[C:14](F)=[CH:13][C:12]([C:16](=[O:18])[NH2:17])=[C:11]2[C:3]=1[C:4]1[CH2:5][CH2:6][CH:7]([C:19]([O:21][CH2:22][CH3:23])=[O:20])[CH2:8][C:9]=1[NH:10]2.BrC1C([Cl:38])=CC(C(O)=O)=C2C=1C1CCC(C(OCC)=O)CC=1N2. No catalyst specified. The product is [Br:1][C:2]1[C:14]([Cl:38])=[CH:13][C:12]([C:16](=[O:18])[NH2:17])=[C:11]2[C:3]=1[C:4]1[CH2:5][CH2:6][CH:7]([C:19]([O:21][CH2:22][CH3:23])=[O:20])[CH2:8][C:9]=1[NH:10]2. The yield is 0.780. (2) The reactants are C([O:3][C:4](=[O:36])[CH:5]([O:34][CH3:35])[CH2:6][C:7]1[CH:12]=[CH:11][C:10]([O:13][CH2:14][CH2:15][CH:16]2[CH2:20][N:19]([CH2:21][C:22]3[CH:27]=[CH:26][C:25]([C:28]([F:31])([F:30])[F:29])=[CH:24][CH:23]=3)[C:18](=[O:32])[N:17]2[CH3:33])=[CH:9][CH:8]=1)C.[OH-].[Na+]. The catalyst is C(O)C. The product is [CH3:35][O:34][CH:5]([CH2:6][C:7]1[CH:8]=[CH:9][C:10]([O:13][CH2:14][CH2:15][CH:16]2[CH2:20][N:19]([CH2:21][C:22]3[CH:23]=[CH:24][C:25]([C:28]([F:31])([F:30])[F:29])=[CH:26][CH:27]=3)[C:18](=[O:32])[N:17]2[CH3:33])=[CH:11][CH:12]=1)[C:4]([OH:36])=[O:3]. The yield is 0.680. (3) The reactants are Br[CH:2]1[CH2:7][CH2:6][CH2:5][CH2:4][C:3]1=[O:8].[N-:9]=[N+:10]=[N-:11].[Na+]. The catalyst is CS(C)=O.O. The product is [N:9]([CH:2]1[CH2:7][CH2:6][CH2:5][CH2:4][C:3]1=[O:8])=[N+:10]=[N-:11]. The yield is 0.920. (4) The reactants are [F:1][C:2]1[C:3]([CH3:12])=[CH:4][C:5]2[S:9][C:8]([NH2:10])=[N:7][C:6]=2[CH:11]=1.[F:13][C:14]([F:25])([F:24])[C:15]1[CH:16]=[C:17]([CH:21]=[CH:22][CH:23]=1)[C:18](Cl)=[O:19].Br[CH:27]([CH3:33])[C:28]([O:30]CC)=[O:29].FC1C2N=C(N)SC=2C=C(F)C=1.C1(C)C=CC(C(Cl)=O)=CC=1.BrCC(OCC)=O. No catalyst specified. The product is [F:1][C:2]1[C:3]([CH3:12])=[CH:4][C:5]2[S:9][C:8](=[N:10][C:18](=[O:19])[C:17]3[CH:21]=[CH:22][CH:23]=[C:15]([C:14]([F:25])([F:24])[F:13])[CH:16]=3)[N:7]([CH:27]([CH3:33])[C:28]([OH:30])=[O:29])[C:6]=2[CH:11]=1. The yield is 0.180. (5) The reactants are [BH4-].[Na+].[CH3:3][CH:4]([CH3:16])[C:5](=[O:15])[CH2:6][CH2:7][NH:8][C:9]1[CH:14]=[CH:13][CH:12]=[CH:11][CH:10]=1. The catalyst is CO. The product is [CH3:3][CH:4]([CH3:16])[CH:5]([OH:15])[CH2:6][CH2:7][NH:8][C:9]1[CH:14]=[CH:13][CH:12]=[CH:11][CH:10]=1. The yield is 0.230. (6) The reactants are [N:1]1([CH:10]([NH:14][C:15]([O:17][CH2:18][C:19]2[CH:24]=[CH:23][CH:22]=[CH:21][CH:20]=2)=[O:16])[C:11](O)=[O:12])C2C=CC=CC=2N=N1.C(Cl)(=O)C(Cl)=O.[NH2:31][C:32]1[CH:37]=[C:36]([Br:38])[CH:35]=[CH:34][C:33]=1[C:39](=O)[CH3:40].CN1CCOCC1.C([O-])(=O)C.[NH4+].[OH-].[Na+]. The catalyst is C(Cl)Cl.O1CCCC1.O.CN(C)C=O. The product is [Br:38][C:36]1[CH:35]=[CH:34][C:33]2[C:39]([CH3:40])=[N:1][CH:10]([NH:14][C:15](=[O:16])[O:17][CH2:18][C:19]3[CH:24]=[CH:23][CH:22]=[CH:21][CH:20]=3)[C:11](=[O:12])[NH:31][C:32]=2[CH:37]=1. The yield is 0.530. (7) The reactants are C([O:5][C:6](=[O:35])[CH2:7][N:8]1[C:16]2[C:11](=[CH:12][CH:13]=[C:14]([C:17]([O:19][CH3:20])=[O:18])[CH:15]=2)[C:10]([CH:21]2[CH2:26][CH2:25][CH2:24][CH2:23][CH2:22]2)=[C:9]1[C:27]1[CH:32]=[CH:31][C:30]([O:33][CH3:34])=[CH:29][CH:28]=1)(C)(C)C.C(Cl)Cl.C(O)(C(F)(F)F)=O. No catalyst specified. The product is [CH:21]1([C:10]2[C:11]3[C:16](=[CH:15][C:14]([C:17]([O:19][CH3:20])=[O:18])=[CH:13][CH:12]=3)[N:8]([CH2:7][C:6]([OH:35])=[O:5])[C:9]=2[C:27]2[CH:32]=[CH:31][C:30]([O:33][CH3:34])=[CH:29][CH:28]=2)[CH2:26][CH2:25][CH2:24][CH2:23][CH2:22]1. The yield is 0.950.